From a dataset of Peptide-MHC class I binding affinity with 185,985 pairs from IEDB/IMGT. Regression. Given a peptide amino acid sequence and an MHC pseudo amino acid sequence, predict their binding affinity value. This is MHC class I binding data. (1) The peptide sequence is RPRQRGIPF. The MHC is HLA-B58:01 with pseudo-sequence HLA-B58:01. The binding affinity (normalized) is 0.620. (2) The peptide sequence is AVGFFPTGV. The MHC is HLA-B18:01 with pseudo-sequence HLA-B18:01. The binding affinity (normalized) is 0.0847. (3) The peptide sequence is AQTSQWDDPW. The MHC is Mamu-B17 with pseudo-sequence Mamu-B17. The binding affinity (normalized) is 0.278. (4) The peptide sequence is FGAQMGWPV. The MHC is HLA-A24:03 with pseudo-sequence HLA-A24:03. The binding affinity (normalized) is 0.0847. (5) The MHC is HLA-A03:01 with pseudo-sequence HLA-A03:01. The binding affinity (normalized) is 0. The peptide sequence is FVNFVKDMI. (6) The peptide sequence is VSFDQNLDY. The MHC is HLA-B48:01 with pseudo-sequence HLA-B48:01. The binding affinity (normalized) is 0.0847.